Task: Binary Classification. Given a drug SMILES string, predict its activity (active/inactive) in a high-throughput screening assay against a specified biological target.. Dataset: HIV replication inhibition screening data with 41,000+ compounds from the AIDS Antiviral Screen (1) The compound is COc1cc(C=C2SC(=S)N(C=Cc3nc4ccccc4nc3O)C2=O)cc(OC)c1OC. The result is 0 (inactive). (2) The compound is Cc1ccc(C2OC(=O)c3c2ccc2ccccc32)cc1. The result is 0 (inactive).